Dataset: Full USPTO retrosynthesis dataset with 1.9M reactions from patents (1976-2016). Task: Predict the reactants needed to synthesize the given product. (1) Given the product [CH3:13][N:10]1[CH:11]=[CH:12][C:8]([N:7]2[C:5](=[O:6])[CH2:4][C@H:3]([NH:14][C:15](=[O:21])[O:16][C:17]([CH3:20])([CH3:19])[CH3:18])[CH2:2]2)=[N:9]1, predict the reactants needed to synthesize it. The reactants are: O[CH2:2][C@@H:3]([NH:14][C:15](=[O:21])[O:16][C:17]([CH3:20])([CH3:19])[CH3:18])[CH2:4][C:5]([NH:7][C:8]1[CH:12]=[CH:11][N:10]([CH3:13])[N:9]=1)=[O:6].C(P(CCCC)CCCC)CCC.C1(C)C=CC=CC=1.C1(C)C=CC=CC=1.N(C(OCC)=O)=NC(OCC)=O. (2) Given the product [C:9]1([C:22]2[CH:23]=[CH:24][CH:25]=[CH:26][CH:27]=2)[CH:14]=[CH:13][C:12]([C:15]2[S:19][C:18]([CH2:20][Br:1])=[N:17][C:16]=2[Br:21])=[CH:11][CH:10]=1, predict the reactants needed to synthesize it. The reactants are: [Br:1]N1C(=O)CCC1=O.[C:9]1([C:22]2[CH:27]=[CH:26][CH:25]=[CH:24][CH:23]=2)[CH:14]=[CH:13][C:12]([C:15]2[S:19][C:18]([CH3:20])=[N:17][C:16]=2[Br:21])=[CH:11][CH:10]=1. (3) Given the product [C:5]1([C@H:8]([NH2:9])[CH3:13])[CH:6]=[CH:7][CH:2]=[CH:3][CH:4]=1.[F:1][C:2]1[CH:7]=[CH:6][C:5]([C:8]2[C:13](/[CH:14]=[CH:15]/[C@@H:16]([OH:21])[CH2:17][C:18]([OH:20])=[O:19])=[C:12]([CH:22]([CH3:24])[CH3:23])[N:11]=[C:10]([N:25]([CH3:30])[S:26]([CH3:29])(=[O:28])=[O:27])[N:9]=2)=[CH:4][CH:3]=1, predict the reactants needed to synthesize it. The reactants are: [F:1][C:2]1[CH:7]=[CH:6][C:5]([C:8]2[C:13](/[CH:14]=[CH:15]/[CH:16]([OH:21])[CH2:17][C:18]([OH:20])=[O:19])=[C:12]([CH:22]([CH3:24])[CH3:23])[N:11]=[C:10]([N:25]([CH3:30])[S:26]([CH3:29])(=[O:28])=[O:27])[N:9]=2)=[CH:4][CH:3]=1. (4) Given the product [CH3:8][C:7]1[CH:9]=[CH:10][C:4]([S:1]([O:12][C@@H:13]([C:18]2[CH:23]=[CH:22][CH:21]=[CH:20][CH:19]=2)[C:14]([NH:16][CH3:17])=[O:15])(=[O:3])=[O:2])=[CH:5][CH:6]=1, predict the reactants needed to synthesize it. The reactants are: [S:1](Cl)([C:4]1[CH:10]=[CH:9][C:7]([CH3:8])=[CH:6][CH:5]=1)(=[O:3])=[O:2].[OH:12][C@@H:13]([C:18]1[CH:23]=[CH:22][CH:21]=[CH:20][CH:19]=1)[C:14]([NH:16][CH3:17])=[O:15].CCN(C(C)C)C(C)C.